This data is from Full USPTO retrosynthesis dataset with 1.9M reactions from patents (1976-2016). The task is: Predict the reactants needed to synthesize the given product. (1) Given the product [N+:8]([C:7]1[C:2]([NH:14][CH2:15][CH2:16][CH:17]([C:22]2[CH:23]=[CH:24][CH:25]=[CH:26][CH:27]=2)[C:18]([O:20][CH3:21])=[O:19])=[N:3][CH:4]=[C:5]([N+:11]([O-:13])=[O:12])[CH:6]=1)([O-:10])=[O:9], predict the reactants needed to synthesize it. The reactants are: Cl[C:2]1[C:7]([N+:8]([O-:10])=[O:9])=[CH:6][C:5]([N+:11]([O-:13])=[O:12])=[CH:4][N:3]=1.[NH2:14][CH2:15][CH2:16][CH:17]([C:22]1[CH:27]=[CH:26][CH:25]=[CH:24][CH:23]=1)[C:18]([O:20][CH3:21])=[O:19]. (2) Given the product [OH:1][C:2]([CH3:41])([CH3:40])[CH2:3][CH2:4][O:5][C:6]1[CH:11]=[CH:10][C:9]([C:12]2[C:16]3[CH:17]=[C:18]([CH2:21][O:22][C:23]4[N:28]=[CH:27][C:26]([CH:29]([C:36]#[C:37][CH3:38])[CH2:30][C:31]([OH:33])=[O:32])=[CH:25][CH:24]=4)[CH:19]=[CH:20][C:15]=3[S:14][CH:13]=2)=[C:8]([CH3:39])[CH:7]=1, predict the reactants needed to synthesize it. The reactants are: [OH:1][C:2]([CH3:41])([CH3:40])[CH2:3][CH2:4][O:5][C:6]1[CH:11]=[CH:10][C:9]([C:12]2[C:16]3[CH:17]=[C:18]([CH2:21][O:22][C:23]4[N:28]=[CH:27][C:26]([CH:29]([C:36]#[C:37][CH3:38])[CH2:30][C:31]([O:33]CC)=[O:32])=[CH:25][CH:24]=4)[CH:19]=[CH:20][C:15]=3[S:14][CH:13]=2)=[C:8]([CH3:39])[CH:7]=1.[Li+].[OH-].Cl.